Dataset: Forward reaction prediction with 1.9M reactions from USPTO patents (1976-2016). Task: Predict the product of the given reaction. (1) The product is: [NH:30]1[CH:34]=[CH:33][C:32]([NH:35][C:2]2[C:11]3[C:6](=[CH:7][CH:8]=[CH:9][CH:10]=3)[N:5]=[C:4]([C:12]([C:14]3[CH:19]=[CH:18][CH:17]=[C:16]([F:20])[CH:15]=3)=[O:13])[N:3]=2)=[N:31]1. Given the reactants Cl[C:2]1[C:11]2[C:6](=[CH:7][CH:8]=[CH:9][CH:10]=2)[N:5]=[C:4]([C:12]([C:14]2[CH:19]=[CH:18][CH:17]=[C:16]([F:20])[CH:15]=2)=[O:13])[N:3]=1.CCN(C(C)C)C(C)C.[NH:30]1[CH:34]=[CH:33][C:32]([NH2:35])=[N:31]1, predict the reaction product. (2) Given the reactants [CH:1]([O:14][C:15]([C:17]1([O:20]/[N:21]=[C:22](/[C:26]2[N:27]=[C:28]([NH:31][C:32]([O:34][C:35]([CH3:38])([CH3:37])[CH3:36])=[O:33])[S:29][CH:30]=2)\[C:23](O)=[O:24])[CH2:19][CH2:18]1)=[O:16])([C:8]1[CH:13]=[CH:12][CH:11]=[CH:10][CH:9]=1)[C:2]1[CH:7]=[CH:6][CH:5]=[CH:4][CH:3]=1.[C:39]([O:43][C:44](=[O:60])[NH:45][CH2:46][C:47]1[C:51]([CH3:52])=[N:50][N:49]([CH2:53][C@@H:54]2[C@H:57]([NH2:58])[C:56](=[O:59])[NH:55]2)[N:48]=1)([CH3:42])([CH3:41])[CH3:40].CN(C(ON1N=NC2C=CC=NC1=2)=[N+](C)C)C.F[P-](F)(F)(F)(F)F.CCN(C(C)C)C(C)C, predict the reaction product. The product is: [C:39]([O:43][C:44]([NH:45][CH2:46][C:47]1[C:51]([CH3:52])=[N:50][N:49]([CH2:53][C@@H:54]2[C@H:57]([NH:58][C:23](=[O:24])/[C:22](=[N:21]\[O:20][C:17]3([C:15]([O:14][CH:1]([C:2]4[CH:7]=[CH:6][CH:5]=[CH:4][CH:3]=4)[C:8]4[CH:9]=[CH:10][CH:11]=[CH:12][CH:13]=4)=[O:16])[CH2:18][CH2:19]3)/[C:26]3[N:27]=[C:28]([NH:31][C:32]([O:34][C:35]([CH3:38])([CH3:37])[CH3:36])=[O:33])[S:29][CH:30]=3)[C:56](=[O:59])[NH:55]2)[N:48]=1)=[O:60])([CH3:42])([CH3:40])[CH3:41]. (3) Given the reactants CN(C)C=O.[F:6][C:7]([F:16])([F:15])[C:8]1[N:13]=[CH:12][N:11]=[C:10]([OH:14])[CH:9]=1.[Br:17]N1C(=O)CCC1=O, predict the reaction product. The product is: [F:16][C:7]([F:6])([F:15])[C:8]1[N:13]=[CH:12][N:11]=[C:10]([OH:14])[C:9]=1[Br:17]. (4) The product is: [CH2:1]([C:8]1[CH:13]=[C:12]([Cl:14])[CH:11]=[CH:10][C:9]=1[O:15][CH2:17][C:18](=[O:20])[CH3:19])[C:2]1[CH:3]=[CH:4][CH:5]=[CH:6][CH:7]=1. Given the reactants [CH2:1]([C:8]1[CH:13]=[C:12]([Cl:14])[CH:11]=[CH:10][C:9]=1[OH:15])[C:2]1[CH:7]=[CH:6][CH:5]=[CH:4][CH:3]=1.Cl[CH2:17][C:18](=[O:20])[CH3:19].C(=O)([O-])[O-].[K+].[K+].[I-].[K+], predict the reaction product. (5) Given the reactants [Br:1][C:2]1[S:6][C:5]([C:7]2([OH:18])[CH2:12][CH2:11][CH:10]([C:13]([O-:15])=[O:14])[C:9]([CH3:17])([CH3:16])[CH2:8]2)=[N:4][CH:3]=1.O.CO.[OH-].[Na+], predict the reaction product. The product is: [Br:1][C:2]1[S:6][C:5]([C:7]2([OH:18])[CH2:12][CH2:11][CH:10]([C:13]([OH:15])=[O:14])[C:9]([CH3:16])([CH3:17])[CH2:8]2)=[N:4][CH:3]=1. (6) Given the reactants F[C:2]1[CH:3]=[C:4]([CH2:11][CH2:12][N:13]([CH3:15])[CH3:14])[CH:5]=[CH:6][C:7]=1[N+:8]([O-:10])=[O:9].[OH-].[NH3:17], predict the reaction product. The product is: [CH3:14][N:13]([CH3:15])[CH2:12][CH2:11][C:4]1[CH:5]=[CH:6][C:7]([N+:8]([O-:10])=[O:9])=[C:2]([NH2:17])[CH:3]=1. (7) The product is: [Br:8][C:6]1[CH:5]=[CH:4][C:3]([NH:9][C:10](=[O:16])[O:11][C:12]([CH3:13])([CH3:15])[CH3:14])=[C:2]([NH:1][C:20](=[O:21])[CH2:19][C:18](=[O:17])[C:27]2[CH:32]=[CH:31][N:30]=[N:29][CH:28]=2)[CH:7]=1. Given the reactants [NH2:1][C:2]1[CH:7]=[C:6]([Br:8])[CH:5]=[CH:4][C:3]=1[NH:9][C:10](=[O:16])[O:11][C:12]([CH3:15])([CH3:14])[CH3:13].[O:17]=[C:18]([C:27]1[CH:32]=[CH:31][N:30]=[N:29][CH:28]=1)[CH2:19][C:20](OC(C)(C)C)=[O:21], predict the reaction product. (8) The product is: [Cl:33][C:34]1[C:35]([C:63]([F:65])([F:66])[F:64])=[CH:36][C:37]([N:40]2[CH2:41][CH2:42][C:43]([CH2:47][O:48][C:49]3[C:58]([CH:59]4[CH2:60][CH2:61]4)=[CH:57][C:52]([C:53]([OH:55])=[O:54])=[C:51]([F:62])[CH:50]=3)([CH3:46])[CH2:44][CH2:45]2)=[N:38][CH:39]=1. Given the reactants ClC1C(C(F)(F)F)=CC(N2CC(COC3C(C4CC4)=CC(C(OC)=O)=C(F)C=3)(C)C2)=NC=1.[Cl:33][C:34]1[C:35]([C:63]([F:66])([F:65])[F:64])=[CH:36][C:37]([N:40]2[CH2:45][CH2:44][C:43]([CH2:47][O:48][C:49]3[C:58]([CH:59]4[CH2:61][CH2:60]4)=[CH:57][C:52]([C:53]([O:55]C)=[O:54])=[C:51]([F:62])[CH:50]=3)([CH3:46])[CH2:42][CH2:41]2)=[N:38][CH:39]=1, predict the reaction product. (9) Given the reactants Cl.[NH2:2][C@H:3]([C:14]([O:16][CH3:17])=[O:15])[CH2:4][C:5]1[C:13]2[C:8](=[CH:9][CH:10]=[CH:11][CH:12]=2)[NH:7][CH:6]=1.C(N(CC)CC)C.[C:25](O)(=[O:34])[CH:26]=[CH:27][C:28]1[CH:33]=[CH:32][CH:31]=[CH:30][CH:29]=1.CCN=C=NCCCN(C)C.Cl, predict the reaction product. The product is: [C:28]1([CH:27]=[CH:26][C:25]([NH:2][C@H:3]([C:14]([O:16][CH3:17])=[O:15])[CH2:4][C:5]2[C:13]3[C:8](=[CH:9][CH:10]=[CH:11][CH:12]=3)[NH:7][CH:6]=2)=[O:34])[CH:33]=[CH:32][CH:31]=[CH:30][CH:29]=1. (10) Given the reactants Br[C:2]1[CH:7]=[CH:6][C:5]([C:8]2[O:12][N:11]=[C:10]([CH3:13])[C:9]=2[CH2:14][S:15][CH2:16][CH2:17][C:18]2[CH:23]=[CH:22][CH:21]=[CH:20][CH:19]=2)=[CH:4][CH:3]=1.[CH2:24]([O:26][C:27](=[O:47])[CH:28]([C:32]1[CH:37]=[CH:36][C:35](B2OC(C)(C)C(C)(C)O2)=[CH:34][CH:33]=1)[CH:29]([CH3:31])[CH3:30])[CH3:25], predict the reaction product. The product is: [CH2:24]([O:26][C:27](=[O:47])[CH:28]([C:32]1[CH:33]=[CH:34][C:35]([C:2]2[CH:7]=[CH:6][C:5]([C:8]3[O:12][N:11]=[C:10]([CH3:13])[C:9]=3[CH2:14][S:15][CH2:16][CH2:17][C:18]3[CH:23]=[CH:22][CH:21]=[CH:20][CH:19]=3)=[CH:4][CH:3]=2)=[CH:36][CH:37]=1)[CH:29]([CH3:31])[CH3:30])[CH3:25].